This data is from Full USPTO retrosynthesis dataset with 1.9M reactions from patents (1976-2016). The task is: Predict the reactants needed to synthesize the given product. (1) Given the product [F:33][C:34]1[CH:43]=[CH:42][C:41]([N:44]2[CH2:49][CH2:48][CH:47]([N:30]3[CH2:29][CH2:28][N:27]([C:25]4[CH:26]=[C:17]([O:16][CH3:15])[CH:18]=[C:19]5[C:24]=4[N:23]=[CH:22][CH:21]=[CH:20]5)[CH2:32][CH2:31]3)[CH2:46][CH2:45]2)=[C:40]2[C:35]=1[CH:36]=[CH:37][CH:38]=[N:39]2, predict the reactants needed to synthesize it. The reactants are: C(O[BH-](OC(=O)C)OC(=O)C)(=O)C.[Na+].[CH3:15][O:16][C:17]1[CH:18]=[C:19]2[C:24](=[C:25]([N:27]3[CH2:32][CH2:31][NH:30][CH2:29][CH2:28]3)[CH:26]=1)[N:23]=[CH:22][CH:21]=[CH:20]2.[F:33][C:34]1[CH:43]=[CH:42][C:41]([N:44]2[CH2:49][CH2:48][C:47](=O)[CH2:46][CH2:45]2)=[C:40]2[C:35]=1[CH:36]=[CH:37][CH:38]=[N:39]2.[OH-].[K+]. (2) The reactants are: C([O:5][C:6]([C:8]1[C:9]([O:26][CH:27]([CH3:32])[C:28]([F:31])([F:30])[F:29])=[N:10][C:11]2[C:16]([C:17]=1[C:18]1[CH:23]=[CH:22][CH:21]=[C:20]([Cl:24])[CH:19]=1)=[CH:15][C:14]([Cl:25])=[CH:13][CH:12]=2)=[O:7])(C)(C)C.Cl. Given the product [Cl:25][C:14]1[CH:15]=[C:16]2[C:11](=[CH:12][CH:13]=1)[N:10]=[C:9]([O:26][CH:27]([CH3:32])[C:28]([F:31])([F:30])[F:29])[C:8]([C:6]([OH:7])=[O:5])=[C:17]2[C:18]1[CH:23]=[CH:22][CH:21]=[C:20]([Cl:24])[CH:19]=1, predict the reactants needed to synthesize it. (3) Given the product [N:17]1([CH2:2][CH2:3][NH:4][C:5](=[O:11])[O:6][C:7]([CH3:10])([CH3:9])[CH3:8])[CH2:18][CH:19]=[CH:20][CH2:21][CH2:22]1, predict the reactants needed to synthesize it. The reactants are: O=[CH:2][CH2:3][NH:4][C:5](=[O:11])[O:6][C:7]([CH3:10])([CH3:9])[CH3:8].CN(C)C=O.[NH:17]1[CH2:22][CH:21]=[CH:20][CH2:19][CH2:18]1.C(O[BH-](OC(=O)C)OC(=O)C)(=O)C.[Na+].